Dataset: Forward reaction prediction with 1.9M reactions from USPTO patents (1976-2016). Task: Predict the product of the given reaction. (1) Given the reactants [NH2:1][C:2]1[C:3]2[C:13]([O:14][CH2:15][C:16]([NH:19][C:20]([C:22]3[CH:27]=[CH:26][N:25]=[C:24]([N:28]4[CH:32]=[C:31]([C:33]([O:35]C)=[O:34])[N:30]=[CH:29]4)[CH:23]=3)=[O:21])([CH3:18])[CH3:17])=[CH:12][CH:11]=[CH:10][C:4]=2[NH:5][S:6](=[O:9])(=[O:8])[N:7]=1.C([O-])([O-])=O.[Na+].[Na+].Cl, predict the reaction product. The product is: [NH2:1][C:2]1[C:3]2[C:13]([O:14][CH2:15][C:16]([NH:19][C:20]([C:22]3[CH:27]=[CH:26][N:25]=[C:24]([N:28]4[CH:32]=[C:31]([C:33]([OH:35])=[O:34])[N:30]=[CH:29]4)[CH:23]=3)=[O:21])([CH3:17])[CH3:18])=[CH:12][CH:11]=[CH:10][C:4]=2[NH:5][S:6](=[O:8])(=[O:9])[N:7]=1. (2) Given the reactants O.[NH2:2][NH2:3].[Cl:4][C:5]1[C:14]2[C:9](=[CH:10][CH:11]=[CH:12][CH:13]=2)[C:8](Cl)=[N:7][N:6]=1, predict the reaction product. The product is: [ClH:4].[Cl:4][C:5]1[C:14]2[C:9](=[CH:10][CH:11]=[CH:12][CH:13]=2)[C:8]([NH:2][NH2:3])=[N:7][N:6]=1.